The task is: Predict the reaction yield, written as a fraction of the theoretical maximum amount of product (1.0 means a 100% yield; for example, 0.34 means a 34% yield).. This data is from Reaction yield outcomes from USPTO patents with 853,638 reactions. (1) The reactants are [CH:1]1([CH2:6][CH:7]([C:11]2[CH:16]=[CH:15][C:14]([S:17][C:18]([F:21])([F:20])[F:19])=[CH:13][CH:12]=2)[C:8]([OH:10])=[O:9])[CH2:5][CH2:4][CH2:3][CH2:2]1.[CH3:22]O. The catalyst is S(=O)(=O)(O)O. The product is [CH3:22][O:9][C:8](=[O:10])[CH:7]([C:11]1[CH:16]=[CH:15][C:14]([S:17][C:18]([F:21])([F:19])[F:20])=[CH:13][CH:12]=1)[CH2:6][CH:1]1[CH2:5][CH2:4][CH2:3][CH2:2]1. The yield is 0.990. (2) The reactants are [CH3:1][C:2]1[O:3][C:4]2[CH:10]=[C:9]([C:11]3[CH:12]=[CH:13][C:14]([NH2:17])=[N:15][CH:16]=3)[C:8]([CH3:18])=[CH:7][C:5]=2[N:6]=1.[Cl:19][C:20]1[CH:28]=[CH:27][CH:26]=[CH:25][C:21]=1[C:22](Cl)=[O:23].CCN(C(C)C)C(C)C.C([O-])(O)=O.[Na+].C(Cl)Cl. The catalyst is C(Cl)Cl. The product is [CH3:1][C:2]1[O:3][C:4]2[CH:10]=[C:9]([C:11]3[CH:12]=[CH:13][C:14]([NH:17][C:22]([C:21]4[CH:25]=[CH:26][CH:27]=[CH:28][C:20]=4[Cl:19])=[O:23])=[N:15][CH:16]=3)[C:8]([CH3:18])=[CH:7][C:5]=2[N:6]=1. The yield is 0.721. (3) The reactants are Cl[Sn]Cl.O.[Cl:5][C:6]1[N:11]=[C:10]([NH:12][CH2:13][CH3:14])[C:9]([N+:15]([O-])=O)=[CH:8][CH:7]=1.O.[OH-].[Na+]. The catalyst is Cl.CC(O)=O. The product is [NH2:15][C:9]1[C:10]([NH:12][CH2:13][CH3:14])=[N:11][C:6]([Cl:5])=[CH:7][CH:8]=1. The yield is 0.620. (4) The reactants are [NH2:1][C:2]1[N:6]([C:7]2[CH:8]=[C:9]([CH:16]=[CH:17][C:18]=2[CH3:19])[C:10]([NH:12][CH:13]2[CH2:15][CH2:14]2)=[O:11])[N:5]=[CH:4][C:3]=1[C:20](=[O:29])[C:21]1[CH:26]=[CH:25][CH:24]=[C:23]([CH:27]=[O:28])[CH:22]=1.OO.[O-:32]Cl=O.[Na+].[O-]S([O-])=O.[Na+].[Na+]. The catalyst is CC#N. The product is [NH2:1][C:2]1[N:6]([C:7]2[CH:8]=[C:9]([C:10](=[O:11])[NH:12][CH:13]3[CH2:15][CH2:14]3)[CH:16]=[CH:17][C:18]=2[CH3:19])[N:5]=[CH:4][C:3]=1[C:20]([C:21]1[CH:22]=[C:23]([CH:24]=[CH:25][CH:26]=1)[C:27]([OH:32])=[O:28])=[O:29]. The yield is 0.370. (5) The reactants are CCN(C(C)C)C(C)C.[CH:10]1([C:15]2[C:20]([C:21]([OH:23])=O)=[CH:19][N:18]=[C:17]([NH:24][C@H:25]3[CH2:29][CH2:28][O:27][CH2:26]3)[N:16]=2)[CH2:14][CH2:13][CH2:12][CH2:11]1.CN(C(ON1N=NC2C=CC=NC1=2)=[N+](C)C)C.F[P-](F)(F)(F)(F)F.Cl.[NH2:55][CH:56]1[CH:63]2[CH2:64][C:59]3([C:66]([O:68][CH3:69])=[O:67])[CH2:60][CH:61]([CH2:65][CH:57]1[CH2:58]3)[CH2:62]2. The catalyst is CN(C=O)C. The product is [CH:10]1([C:15]2[C:20]([C:21]([NH:55][CH:56]3[CH:63]4[CH2:64][C:59]5([C:66]([O:68][CH3:69])=[O:67])[CH2:60][CH:61]([CH2:65][CH:57]3[CH2:58]5)[CH2:62]4)=[O:23])=[CH:19][N:18]=[C:17]([NH:24][C@H:25]3[CH2:29][CH2:28][O:27][CH2:26]3)[N:16]=2)[CH2:11][CH2:12][CH2:13][CH2:14]1. The yield is 0.990. (6) The reactants are [Cl:1][C:2]1[N:10]=[C:9]([Cl:11])[C:8]([Cl:12])=[CH:7][C:3]=1[C:4]([NH2:6])=O. The catalyst is O=P(Cl)(Cl)Cl. The product is [Cl:1][C:2]1[N:10]=[C:9]([Cl:11])[C:8]([Cl:12])=[CH:7][C:3]=1[C:4]#[N:6]. The yield is 0.800. (7) The reactants are [Mg].II.[Cl:4][C:5]1[CH:12]=[CH:11][CH:10]=[CH:9][C:6]=1[CH2:7]Cl.[Cl:13][C:14]1[CH:21]=[CH:20][C:17]([C:18]#N)=[CH:16][CH:15]=1.Cl.[O:23]1CCCC1.C(OCC)C. The catalyst is C(OCC)C. The product is [Cl:4][C:5]1[CH:12]=[CH:11][CH:10]=[CH:9][C:6]=1[CH2:7][C:18]([C:17]1[CH:20]=[CH:21][C:14]([Cl:13])=[CH:15][CH:16]=1)=[O:23]. The yield is 0.740. (8) The reactants are Br[C:2]1[CH:3]=[C:4]([S:8]([NH:11][C:12]2[C:21]3[C:16](=[CH:17][CH:18]=[CH:19][CH:20]=3)[C:15]([O:22][CH3:23])=[C:14]([S:24][CH2:25][C:26]([O:28][CH3:29])=[O:27])[CH:13]=2)(=[O:10])=[O:9])[CH:5]=[CH:6][CH:7]=1.[C:30]1(B(O)O)[CH:35]=[CH:34][CH:33]=[CH:32][CH:31]=1.C([O-])([O-])=O.[Na+].[Na+].O. The catalyst is C1COCC1.CCOC(C)=O.C1C=CC([P]([Pd]([P](C2C=CC=CC=2)(C2C=CC=CC=2)C2C=CC=CC=2)([P](C2C=CC=CC=2)(C2C=CC=CC=2)C2C=CC=CC=2)[P](C2C=CC=CC=2)(C2C=CC=CC=2)C2C=CC=CC=2)(C2C=CC=CC=2)C2C=CC=CC=2)=CC=1. The product is [C:2]1([C:30]2[CH:35]=[CH:34][CH:33]=[CH:32][CH:31]=2)[CH:7]=[CH:6][CH:5]=[C:4]([S:8]([NH:11][C:12]2[C:21]3[C:16](=[CH:17][CH:18]=[CH:19][CH:20]=3)[C:15]([O:22][CH3:23])=[C:14]([S:24][CH2:25][C:26]([O:28][CH3:29])=[O:27])[CH:13]=2)(=[O:10])=[O:9])[CH:3]=1. The yield is 0.920.